Task: Predict the product of the given reaction.. Dataset: Forward reaction prediction with 1.9M reactions from USPTO patents (1976-2016) (1) Given the reactants [CH3:1][O:2][C:3]([C:5]1[CH:13]=[C:12]2[C:8]([CH:9]=[CH:10][NH:11]2)=[CH:7][CH:6]=1)=[O:4].[CH:14]1([CH2:20]Br)[CH2:19][CH2:18][CH2:17][CH2:16][CH2:15]1.[H-].[Na+], predict the reaction product. The product is: [CH3:1][O:2][C:3]([C:5]1[CH:13]=[C:12]2[C:8]([CH:9]=[CH:10][N:11]2[CH2:20][CH:14]2[CH2:19][CH2:18][CH2:17][CH2:16][CH2:15]2)=[CH:7][CH:6]=1)=[O:4]. (2) The product is: [F:1][C:2]1[CH:7]=[CH:6][C:5]([C:8]2[C:12]3=[N:13][CH:14]=[CH:15][CH:16]=[C:11]3[NH:10][C:9]=2[C:17]2[CH:22]=[CH:21][N:20]=[CH:19][N:18]=2)=[CH:4][CH:3]=1. Given the reactants [F:1][C:2]1[CH:7]=[CH:6][C:5]([C:8]2[C:12]3=[N:13][CH:14]=[CH:15][CH:16]=[C:11]3[NH:10][C:9]=2[C:17]2[CH:22]=[CH:21][N:20]=[C:19](SC)[N:18]=2)=[CH:4][CH:3]=1, predict the reaction product.